The task is: Predict the product of the given reaction.. This data is from Forward reaction prediction with 1.9M reactions from USPTO patents (1976-2016). Given the reactants CO[C:3]1[CH:4]=[C:5]([S:11]([NH:14][C:15]2[CH:16]=[C:17]([N:24]3[CH2:28][CH2:27][CH2:26][CH2:25]3)[C:18]3[O:22][CH:21]=[CH:20][C:19]=3[CH:23]=2)(=[O:13])=[O:12])[CH:6]=[CH:7][C:8]=1OC.N1(C2C3OC=CC=3C=C(N)C=2)CCCC1, predict the reaction product. The product is: [N:24]1([C:17]2[C:18]3[O:22][CH:21]=[CH:20][C:19]=3[CH:23]=[C:15]([NH:14][S:11]([C:5]3[CH:6]=[CH:7][CH:8]=[CH:3][CH:4]=3)(=[O:13])=[O:12])[CH:16]=2)[CH2:28][CH2:27][CH2:26][CH2:25]1.